Dataset: Full USPTO retrosynthesis dataset with 1.9M reactions from patents (1976-2016). Task: Predict the reactants needed to synthesize the given product. (1) The reactants are: Br[C:2]1[CH:7]=[CH:6][C:5]([O:8][CH3:9])=[CH:4][C:3]=1[O:10][CH3:11].Cl[CH:13]1[CH2:17][CH2:16][CH2:15][C:14]1=[O:18].Cl. Given the product [CH3:11][O:10][C:3]1[CH:4]=[C:5]([O:8][CH3:9])[CH:6]=[CH:7][C:2]=1[CH:13]1[CH2:17][CH2:16][CH2:15][C:14]1=[O:18], predict the reactants needed to synthesize it. (2) Given the product [ClH:27].[ClH:27].[NH2:42][C:43]1[N:48]=[C:47]([CH3:49])[C:46]([C:31]2[CH:32]=[CH:33][C:34]([O:35][CH2:36][CH3:37])=[C:29]([CH:30]=2)[CH2:28][N:15]([CH:12]2[CH2:11][CH2:10][CH:9]([NH:8][CH3:41])[CH2:14][CH2:13]2)[C:16]([C:18]2[S:22][C:21]3[CH:23]=[CH:24][CH:25]=[CH:26][C:20]=3[C:19]=2[Cl:27])=[O:17])=[CH:45][CH:44]=1, predict the reactants needed to synthesize it. The reactants are: C([N:8]([CH3:41])[CH:9]1[CH2:14][CH2:13][CH:12]([N:15]([CH2:28][C:29]2[CH:30]=[C:31](B(O)O)[CH:32]=[CH:33][C:34]=2[O:35][CH2:36][CH3:37])[C:16]([C:18]2[S:22][C:21]3[CH:23]=[CH:24][CH:25]=[CH:26][C:20]=3[C:19]=2[Cl:27])=[O:17])[CH2:11][CH2:10]1)(OC(C)(C)C)=O.[NH2:42][C:43]1[N:48]=[C:47]([CH3:49])[C:46](Br)=[CH:45][CH:44]=1. (3) Given the product [CH3:13][O:14][C:15]1[CH:20]=[C:19]([O:21][CH3:22])[CH:18]=[CH:17][C:16]=1[C:23](=[O:53])[CH2:24][N:25]1[C:30](=[O:31])[C:29]2[CH:32]=[C:33]([CH2:35][CH3:36])[S:34][C:28]=2[N:27]([CH2:37][C:38]2[CH:43]=[CH:42][C:41]([C:44]3[CH:49]=[CH:48][CH:47]=[CH:46][C:45]=3[C:50]3[NH:3][C:4](=[O:7])[O:5][N:51]=3)=[CH:40][CH:39]=2)[C:26]1=[O:52], predict the reactants needed to synthesize it. The reactants are: [Cl-].O[NH3+:3].[C:4](=[O:7])([O-])[OH:5].[Na+].CS(C)=O.[CH3:13][O:14][C:15]1[CH:20]=[C:19]([O:21][CH3:22])[CH:18]=[CH:17][C:16]=1[C:23](=[O:53])[CH2:24][N:25]1[C:30](=[O:31])[C:29]2[CH:32]=[C:33]([CH2:35][CH3:36])[S:34][C:28]=2[N:27]([CH2:37][C:38]2[CH:43]=[CH:42][C:41]([C:44]3[C:45]([C:50]#[N:51])=[CH:46][CH:47]=[CH:48][CH:49]=3)=[CH:40][CH:39]=2)[C:26]1=[O:52]. (4) Given the product [Cl:12][C:6]1[CH:7]=[C:8]([Cl:11])[CH:9]=[CH:10][C:5]=1[O:4][CH2:3][CH2:2][O:13][C:14]1[CH:15]=[C:16]([CH2:22][CH:23]([CH2:29][CH3:30])[C:24]([OH:26])=[O:25])[CH:17]=[CH:18][CH:19]=1, predict the reactants needed to synthesize it. The reactants are: Br[CH2:2][CH2:3][O:4][C:5]1[CH:10]=[CH:9][C:8]([Cl:11])=[CH:7][C:6]=1[Cl:12].[OH:13][C:14]1[CH:15]=[C:16]([CH2:22][CH:23]([CH2:29][CH3:30])[C:24]([O:26]CC)=[O:25])[CH:17]=[CH:18][C:19]=1OC. (5) Given the product [CH:23]([NH:22][C:20](=[O:21])[C:19]1[CH:18]=[CH:17][C:16]([N:14]2[CH2:13][C:12](=[O:11])[CH2:15]2)=[CH:27][CH:26]=1)([CH3:25])[CH3:24], predict the reactants needed to synthesize it. The reactants are: C(Cl)(=O)C(Cl)=O.CS(C)=O.[OH:11][CH:12]1[CH2:15][N:14]([C:16]2[CH:27]=[CH:26][C:19]([C:20]([NH:22][CH:23]([CH3:25])[CH3:24])=[O:21])=[CH:18][CH:17]=2)[CH2:13]1.C(N(CC)CC)C. (6) Given the product [OH:1][C@H:2]1[CH2:6][N:5]2[C:7](=[O:28])[C@@H:8]([NH:20][C:21](=[O:27])[O:22][C:23]([CH3:25])([CH3:24])[CH3:26])[C@H:9]([CH2:17][O:18][CH3:19])[CH2:10][CH:11]([CH3:16])[CH2:12][CH2:13][CH:14]=[CH:15][C@@H:33]3[CH2:32][C@@:31]3([C:36](=[O:45])[NH:37][S:38]([C:41]3([CH3:44])[CH2:42][CH2:43]3)(=[O:39])=[O:40])[NH:30][C:29](=[O:46])[C@@H:4]2[CH2:3]1, predict the reactants needed to synthesize it. The reactants are: [OH:1][C@H:2]1[CH2:6][N:5]([C:7](=[O:28])[C@@H:8]([NH:20][C:21](=[O:27])[O:22][C:23]([CH3:26])([CH3:25])[CH3:24])[C@H:9]([CH2:17][O:18][CH3:19])[CH2:10][CH:11]([CH3:16])[CH2:12][CH2:13][CH:14]=[CH2:15])[C@H:4]([C:29](=[O:46])[NH:30][C@:31]2([C:36](=[O:45])[NH:37][S:38]([C:41]3([CH3:44])[CH2:43][CH2:42]3)(=[O:40])=[O:39])[CH2:33][C@H:32]2C=C)[CH2:3]1. (7) Given the product [Cl:8][C:5]1[N:4]=[CH:3][C:2]([C:14]([O:16][CH2:17][CH3:18])=[CH2:15])=[CH:7][N:6]=1, predict the reactants needed to synthesize it. The reactants are: Br[C:2]1[CH:3]=[N:4][C:5]([Cl:8])=[N:6][CH:7]=1.C([Sn](CCCC)(CCCC)[C:14]([O:16][CH2:17][CH3:18])=[CH2:15])CCC.[F-].[K+]. (8) Given the product [NH2:14][C:12]1[C:11]([C:17]([O:19][CH3:20])=[O:18])=[N:10][N:9]([CH2:8][C:7]2[C:21]([F:23])=[CH:22][C:4]([O:3][CH2:1][CH3:2])=[CH:5][C:6]=2[F:24])[CH:13]=1, predict the reactants needed to synthesize it. The reactants are: [CH2:1]([O:3][C:4]1[CH:22]=[C:21]([F:23])[C:7]([CH2:8][N:9]2[CH:13]=[C:12]([N+:14]([O-])=O)[C:11]([C:17]([O:19][CH3:20])=[O:18])=[N:10]2)=[C:6]([F:24])[CH:5]=1)[CH3:2].O.NN. (9) Given the product [CH:36]1([C:14]2[C:13]([C:11]3[CH:12]=[C:7]([CH:41]=[CH2:42])[N:8]=[N:9][CH:10]=3)=[CH:18][C:17]([C:19]#[N:20])=[C:16]([N:21]3[CH2:26][CH2:25][N:24]([C:27](=[O:32])[CH2:28][CH2:29][O:30][CH3:31])[C@H:23]([CH:33]4[CH2:34][CH2:35]4)[CH2:22]3)[N:15]=2)[CH2:37][CH2:38]1, predict the reactants needed to synthesize it. The reactants are: FC(F)(F)S(O[C:7]1[N:8]=[N:9][CH:10]=[C:11]([C:13]2[C:14]([CH:36]3[CH2:38][CH2:37]3)=[N:15][C:16]([N:21]3[CH2:26][CH2:25][N:24]([C:27](=[O:32])[CH2:28][CH2:29][O:30][CH3:31])[C@H:23]([CH:33]4[CH2:35][CH2:34]4)[CH2:22]3)=[C:17]([C:19]#[N:20])[CH:18]=2)[CH:12]=1)(=O)=O.[CH:41]([B-](F)(F)F)=[CH2:42].[K+].